From a dataset of Full USPTO retrosynthesis dataset with 1.9M reactions from patents (1976-2016). Predict the reactants needed to synthesize the given product. (1) Given the product [CH2:16]([C:14]1[N:13]=[CH:12][N:11]([CH2:10][CH2:9][NH2:8])[CH:15]=1)[CH3:17].[ClH:1], predict the reactants needed to synthesize it. The reactants are: [ClH:1].C(OC(=O)[NH:8][CH2:9][CH2:10][N:11]1[CH:15]=[C:14]([CH2:16][CH3:17])[N:13]=[CH:12]1)(C)(C)C. (2) Given the product [CH3:20][O:19][C:16]([C:11]1[N:10]=[N:9][C:8]([O:14][CH3:15])=[C:7]([CH2:6][O:5][C:1]([CH3:4])([CH3:3])[CH3:2])[CH:12]=1)=[O:18], predict the reactants needed to synthesize it. The reactants are: [C:1]([O:5][CH2:6][C:7]1[CH:12]=[C:11](Cl)[N:10]=[N:9][C:8]=1[O:14][CH3:15])([CH3:4])([CH3:3])[CH3:2].[C:16]([O:19][CH2:20]C)(=[O:18])C.O. (3) Given the product [CH:11]1[C:12]2[C:7](=[CH:6][C:5]3[C:14]([C:13]=2[C:15]([N:17]2[CH2:18][CH2:19][CH:20]([N:23]4[CH2:34][CH2:33][CH2:32][C:25]5([C:29](=[O:30])[N:28]([CH2:38][CH2:39][CH2:40][O:41][CH3:42])[CH:27]([CH3:31])[CH2:26]5)[CH2:24]4)[CH2:21][CH2:22]2)=[O:16])=[CH:1][CH:2]=[CH:3][CH:4]=3)[CH:8]=[CH:9][CH:10]=1, predict the reactants needed to synthesize it. The reactants are: [CH:1]1[C:14]2[C:5](=[CH:6][C:7]3[C:12]([C:13]=2[C:15]([N:17]2[CH2:22][CH2:21][CH:20]([N:23]4[CH2:34][CH2:33][CH2:32][C:25]5([C:29](=[O:30])[NH:28][CH:27]([CH3:31])[CH2:26]5)[CH2:24]4)[CH2:19][CH2:18]2)=[O:16])=[CH:11][CH:10]=[CH:9][CH:8]=3)[CH:4]=[CH:3][CH:2]=1.[H-].[Na+].Br[CH2:38][CH2:39][CH2:40][O:41][CH3:42]. (4) Given the product [Cl:30][CH2:29][CH2:28][CH2:27][O:1][C:2]1[CH:11]=[C:10]2[C:5]([C:6]([O:12][C:13]3[CH:18]=[C:17]([CH3:19])[C:16]([CH3:20])=[CH:15][C:14]=3[C:21](=[O:23])[CH3:22])=[CH:7][CH:8]=[N:9]2)=[CH:4][C:3]=1[O:24][CH3:25], predict the reactants needed to synthesize it. The reactants are: [OH:1][C:2]1[CH:11]=[C:10]2[C:5]([C:6]([O:12][C:13]3[CH:18]=[C:17]([CH3:19])[C:16]([CH3:20])=[CH:15][C:14]=3[C:21](=[O:23])[CH3:22])=[CH:7][CH:8]=[N:9]2)=[CH:4][C:3]=1[O:24][CH3:25].Br[CH2:27][CH2:28][CH2:29][Cl:30].C(=O)([O-])[O-].[K+].[K+].O.